Dataset: NCI-60 drug combinations with 297,098 pairs across 59 cell lines. Task: Regression. Given two drug SMILES strings and cell line genomic features, predict the synergy score measuring deviation from expected non-interaction effect. Drug 1: C1=C(C(=O)NC(=O)N1)N(CCCl)CCCl. Drug 2: C1=NC2=C(N1)C(=S)N=CN2. Cell line: HS 578T. Synergy scores: CSS=-1.97, Synergy_ZIP=-12.8, Synergy_Bliss=-25.7, Synergy_Loewe=-29.7, Synergy_HSA=-22.8.